This data is from NCI-60 drug combinations with 297,098 pairs across 59 cell lines. The task is: Regression. Given two drug SMILES strings and cell line genomic features, predict the synergy score measuring deviation from expected non-interaction effect. (1) Drug 1: CC1=C(N=C(N=C1N)C(CC(=O)N)NCC(C(=O)N)N)C(=O)NC(C(C2=CN=CN2)OC3C(C(C(C(O3)CO)O)O)OC4C(C(C(C(O4)CO)O)OC(=O)N)O)C(=O)NC(C)C(C(C)C(=O)NC(C(C)O)C(=O)NCCC5=NC(=CS5)C6=NC(=CS6)C(=O)NCCC[S+](C)C)O. Drug 2: C1CN(P(=O)(OC1)NCCCl)CCCl. Cell line: IGROV1. Synergy scores: CSS=23.0, Synergy_ZIP=-6.69, Synergy_Bliss=1.51, Synergy_Loewe=-32.6, Synergy_HSA=1.64. (2) Drug 2: C(CN)CNCCSP(=O)(O)O. Synergy scores: CSS=32.0, Synergy_ZIP=-2.58, Synergy_Bliss=-4.75, Synergy_Loewe=-54.2, Synergy_HSA=-4.80. Cell line: SF-539. Drug 1: C1=NC2=C(N1)C(=S)N=CN2. (3) Drug 1: CCC1(CC2CC(C3=C(CCN(C2)C1)C4=CC=CC=C4N3)(C5=C(C=C6C(=C5)C78CCN9C7C(C=CC9)(C(C(C8N6C=O)(C(=O)OC)O)OC(=O)C)CC)OC)C(=O)OC)O.OS(=O)(=O)O. Drug 2: CCN(CC)CCNC(=O)C1=C(NC(=C1C)C=C2C3=C(C=CC(=C3)F)NC2=O)C. Synergy scores: CSS=1.25, Synergy_ZIP=1.82, Synergy_Bliss=5.89, Synergy_Loewe=1.29, Synergy_HSA=2.91. Cell line: NCI/ADR-RES. (4) Drug 1: C1=C(C(=O)NC(=O)N1)N(CCCl)CCCl. Drug 2: C1CN(CCN1C(=O)CCBr)C(=O)CCBr. Cell line: OVCAR-8. Synergy scores: CSS=40.6, Synergy_ZIP=0.904, Synergy_Bliss=0.941, Synergy_Loewe=0.901, Synergy_HSA=4.09. (5) Drug 1: C1=NC2=C(N=C(N=C2N1C3C(C(C(O3)CO)O)F)Cl)N. Drug 2: CC1=C(C(=O)C2=C(C1=O)N3CC4C(C3(C2COC(=O)N)OC)N4)N. Cell line: SN12C. Synergy scores: CSS=38.2, Synergy_ZIP=-5.27, Synergy_Bliss=-3.20, Synergy_Loewe=-6.13, Synergy_HSA=-1.29. (6) Drug 1: CCCS(=O)(=O)NC1=C(C(=C(C=C1)F)C(=O)C2=CNC3=C2C=C(C=N3)C4=CC=C(C=C4)Cl)F. Drug 2: C1=C(C(=O)NC(=O)N1)F. Cell line: UACC62. Synergy scores: CSS=56.5, Synergy_ZIP=-9.95, Synergy_Bliss=-9.22, Synergy_Loewe=-2.31, Synergy_HSA=-0.408. (7) Drug 1: CCN(CC)CCNC(=O)C1=C(NC(=C1C)C=C2C3=C(C=CC(=C3)F)NC2=O)C. Drug 2: CC1C(C(CC(O1)OC2CC(OC(C2O)C)OC3=CC4=CC5=C(C(=O)C(C(C5)C(C(=O)C(C(C)O)O)OC)OC6CC(C(C(O6)C)O)OC7CC(C(C(O7)C)O)OC8CC(C(C(O8)C)O)(C)O)C(=C4C(=C3C)O)O)O)O. Cell line: UACC62. Synergy scores: CSS=35.7, Synergy_ZIP=-0.726, Synergy_Bliss=2.31, Synergy_Loewe=-17.9, Synergy_HSA=1.98. (8) Drug 2: C1=CN(C=N1)CC(O)(P(=O)(O)O)P(=O)(O)O. Drug 1: C1=C(C(=O)NC(=O)N1)F. Cell line: SK-MEL-5. Synergy scores: CSS=32.9, Synergy_ZIP=-8.76, Synergy_Bliss=-18.2, Synergy_Loewe=-19.5, Synergy_HSA=-17.5.